Dataset: Peptide-MHC class I binding affinity with 185,985 pairs from IEDB/IMGT. Task: Regression. Given a peptide amino acid sequence and an MHC pseudo amino acid sequence, predict their binding affinity value. This is MHC class I binding data. (1) The peptide sequence is YQPESQKFI. The MHC is HLA-A23:01 with pseudo-sequence HLA-A23:01. The binding affinity (normalized) is 0.179. (2) The peptide sequence is KQYIVATLMK. The binding affinity (normalized) is 0.841. The MHC is HLA-A03:01 with pseudo-sequence HLA-A03:01. (3) The peptide sequence is ALHLFKTTV. The MHC is H-2-Kb with pseudo-sequence H-2-Kb. The binding affinity (normalized) is 0.431. (4) The peptide sequence is DIRQDVIAM. The MHC is HLA-B48:01 with pseudo-sequence HLA-B48:01. The binding affinity (normalized) is 0.0847. (5) The peptide sequence is LLGDNQIMPK. The MHC is HLA-A11:01 with pseudo-sequence HLA-A11:01. The binding affinity (normalized) is 0.426. (6) The peptide sequence is AIVGGLAEL. The MHC is HLA-A02:01 with pseudo-sequence HLA-A02:01. The binding affinity (normalized) is 0.770. (7) The peptide sequence is LAEQFSGEY. The binding affinity (normalized) is 0.491. The MHC is HLA-A01:01 with pseudo-sequence HLA-A01:01. (8) The peptide sequence is NYNGLLSSI. The MHC is HLA-A02:03 with pseudo-sequence HLA-A02:03. The binding affinity (normalized) is 0.0847. (9) The peptide sequence is KLLWFLTGT. The MHC is HLA-B35:01 with pseudo-sequence HLA-B35:01. The binding affinity (normalized) is 0. (10) The peptide sequence is NQQVTNSKY. The MHC is HLA-B48:01 with pseudo-sequence HLA-B48:01. The binding affinity (normalized) is 0.0847.